Dataset: Full USPTO retrosynthesis dataset with 1.9M reactions from patents (1976-2016). Task: Predict the reactants needed to synthesize the given product. (1) Given the product [F:22][C:18]1[CH:17]=[C:16]([C:15]2[C:10]3[N:11]=[C:12]([CH3:14])[S:13][C:9]=3[CH:8]=[CH:7][C:6]=2[CH:4]([NH2:1])[CH3:5])[CH:21]=[CH:20][CH:19]=1, predict the reactants needed to synthesize it. The reactants are: [N:1]([CH:4]([C:6]1[CH:7]=[CH:8][C:9]2[S:13][C:12]([CH3:14])=[N:11][C:10]=2[C:15]=1[C:16]1[CH:21]=[CH:20][CH:19]=[C:18]([F:22])[CH:17]=1)[CH3:5])=[N+]=[N-].CP(C)C.CCOC(C)=O. (2) Given the product [Br:12][C:11]1[N:6]2[N:5]=[C:4]([CH2:3][O:2][CH3:1])[C:13]([NH2:14])=[C:7]2[CH:8]=[CH:9][CH:10]=1, predict the reactants needed to synthesize it. The reactants are: [CH3:1][O:2][CH2:3][C:4]1[C:13]([N+:14]([O-])=O)=[C:7]2[CH:8]=[CH:9][CH:10]=[C:11]([Br:12])[N:6]2[N:5]=1.C(O)C.O. (3) Given the product [CH2:1]([O:3][C:4]([C:6]1([C:9]2[CH:14]=[CH:13][C:12]([C:15]3[CH:16]=[CH:17][C:18]([C:21]4[O:25][N:24]=[C:23]([CH3:26])[C:22]=4[CH2:27][CH:28]([OH:29])[CH2:30][NH:38][CH2:31][C:32]4[CH:37]=[CH:36][CH:35]=[CH:34][CH:33]=4)=[CH:19][CH:20]=3)=[CH:11][CH:10]=2)[CH2:8][CH2:7]1)=[O:5])[CH3:2], predict the reactants needed to synthesize it. The reactants are: [CH2:1]([O:3][C:4]([C:6]1([C:9]2[CH:14]=[CH:13][C:12]([C:15]3[CH:20]=[CH:19][C:18]([C:21]4[O:25][N:24]=[C:23]([CH3:26])[C:22]=4[CH2:27][CH:28]4[CH2:30][O:29]4)=[CH:17][CH:16]=3)=[CH:11][CH:10]=2)[CH2:8][CH2:7]1)=[O:5])[CH3:2].[CH2:31]([NH2:38])[C:32]1[CH:37]=[CH:36][CH:35]=[CH:34][CH:33]=1. (4) Given the product [C:16]([SiH2:20][O:21][C:22]([CH3:42])([CH3:41])[CH:23]1[CH:28]([NH:29][CH2:30][C:31]2[CH:40]=[CH:39][C:34]3[O:35][CH2:36][CH2:37][O:38][C:33]=3[CH:32]=2)[CH2:27][CH2:26][N:25]([CH2:15][CH:13]([C:10]2[CH:9]=[CH:8][CH:7]=[C:6]3[C:11]=2[CH:12]=[C:3]([O:2][CH3:1])[CH:4]=[N:5]3)[OH:14])[CH2:24]1)([CH3:19])([CH3:17])[CH3:18], predict the reactants needed to synthesize it. The reactants are: [CH3:1][O:2][C:3]1[CH:4]=[N:5][C:6]2[C:11]([CH:12]=1)=[C:10]([CH:13]1[CH2:15][O:14]1)[CH:9]=[CH:8][CH:7]=2.[C:16]([SiH2:20][O:21][C:22]([CH3:42])([CH3:41])[CH:23]1[CH:28]([NH:29][CH2:30][C:31]2[CH:40]=[CH:39][C:34]3[O:35][CH2:36][CH2:37][O:38][C:33]=3[CH:32]=2)[CH2:27][CH2:26][NH:25][CH2:24]1)([CH3:19])([CH3:18])[CH3:17].C(=O)([O-])[O-].[K+].[K+].Cl([O-])(=O)(=O)=O.[Li+]. (5) Given the product [F:16][C:14]1[C:13]([F:17])=[CH:12][C:3]([C:4]([NH:6][C:7]([CH3:11])([C:9]#[CH:10])[CH3:8])=[O:5])=[C:2]([NH:1][CH2:22][CH2:23][CH3:24])[CH:15]=1, predict the reactants needed to synthesize it. The reactants are: [NH2:1][C:2]1[CH:15]=[C:14]([F:16])[C:13]([F:17])=[CH:12][C:3]=1[C:4]([NH:6][C:7]([CH3:11])([C:9]#[CH:10])[CH3:8])=[O:5].ClCCCl.[CH:22](=O)[CH2:23][CH3:24].C(O[BH-](OC(=O)C)OC(=O)C)(=O)C.[Na+]. (6) Given the product [F:1][C:2]1[CH:12]=[CH:11][C:5]2[S:6][C:7](/[CH:9]=[CH:16]/[N+:13]([O-:15])=[O:14])=[CH:8][C:4]=2[CH:3]=1, predict the reactants needed to synthesize it. The reactants are: [F:1][C:2]1[CH:12]=[CH:11][C:5]2[S:6][C:7]([CH:9]=O)=[CH:8][C:4]=2[CH:3]=1.[N+:13]([CH3:16])([O-:15])=[O:14].[OH-].[Na+].